Regression. Given a peptide amino acid sequence and an MHC pseudo amino acid sequence, predict their binding affinity value. This is MHC class I binding data. From a dataset of Peptide-MHC class I binding affinity with 185,985 pairs from IEDB/IMGT. (1) The peptide sequence is SSLRYGNVL. The MHC is HLA-A02:03 with pseudo-sequence HLA-A02:03. The binding affinity (normalized) is 0.0847. (2) The peptide sequence is RPRCAYLPF. The MHC is HLA-A11:01 with pseudo-sequence HLA-A11:01. The binding affinity (normalized) is 0.0847. (3) The peptide sequence is GMFIIFIPI. The MHC is HLA-A02:12 with pseudo-sequence HLA-A02:12. The binding affinity (normalized) is 0.296.